From a dataset of Full USPTO retrosynthesis dataset with 1.9M reactions from patents (1976-2016). Predict the reactants needed to synthesize the given product. (1) Given the product [CH3:25][O:24][C:20]1[CH:19]=[C:18]([C:14]2[O:15][C:16]([CH3:17])=[C:12]([CH2:11][O:10][C@@H:6]3[CH2:7][CH2:8][CH2:9][C@H:4]([CH2:1][CH:2]=[O:27])[CH2:5]3)[N:13]=2)[CH:23]=[CH:22][CH:21]=1, predict the reactants needed to synthesize it. The reactants are: [CH2:1]([C@@H:4]1[CH2:9][CH2:8][CH2:7][C@H:6]([O:10][CH2:11][C:12]2[N:13]=[C:14]([C:18]3[CH:23]=[CH:22][CH:21]=[C:20]([O:24][CH3:25])[CH:19]=3)[O:15][C:16]=2[CH3:17])[CH2:5]1)[CH:2]=C.I([O-])(=O)(=O)=[O:27].[Na+].C(OC)(C)(C)C. (2) Given the product [CH:1]1([CH2:7][CH:8]([CH3:12])[CH2:9][CH2:10][OH:11])[CH2:6][CH2:5][CH2:4][CH2:3][CH2:2]1, predict the reactants needed to synthesize it. The reactants are: [C:1]1([CH2:7][CH:8]([CH3:12])[CH2:9][CH2:10][OH:11])[CH2:6][CH2:5][CH2:4][CH2:3][CH:2]=1.[H][H]. (3) Given the product [CH3:20][C:16]1[CH:15]=[C:14]([CH:19]=[CH:18][CH:17]=1)[NH:13][C:6]1[C:5]2[C:10](=[CH:11][CH:12]=[C:3]([CH2:2][S:22][C:23]3[N:24]([CH3:28])[CH:25]=[CH:26][N:27]=3)[CH:4]=2)[N:9]=[CH:8][N:7]=1, predict the reactants needed to synthesize it. The reactants are: Br[CH2:2][C:3]1[CH:4]=[C:5]2[C:10](=[CH:11][CH:12]=1)[N:9]=[CH:8][N:7]=[C:6]2[NH:13][C:14]1[CH:19]=[CH:18][CH:17]=[C:16]([CH3:20])[CH:15]=1.[Na].[SH:22][C:23]1[N:24]([CH3:28])[CH:25]=[CH:26][N:27]=1.SC1N(C)C=CN=1.[O-]CC.[Na+]. (4) Given the product [C:38]1([C:44]2[O:45][C:46]([C:74]([F:76])([F:75])[F:77])=[C:47]([C:49]([NH:51][C:52]3[CH:57]=[CH:56][C:55]([NH:58][C@H:59]4[CH2:63][CH2:62][N:61]([C:64]([C@@H:66]5[CH2:70][CH2:69][CH2:68][C@H:67]5[C:71]([OH:73])=[O:72])=[O:65])[CH2:60]4)=[CH:54][CH:53]=3)=[O:50])[N:48]=2)[CH:39]=[CH:40][CH:41]=[CH:42][CH:43]=1, predict the reactants needed to synthesize it. The reactants are: C(OC(N1CCN(C2C=CC(NC(C3N=C(C4C=CC=CC=4)OC=3C(F)(F)F)=O)=CN=2)CC1)=O)(C)(C)C.[C:38]1([C:44]2[O:45][C:46]([C:74]([F:77])([F:76])[F:75])=[C:47]([C:49]([NH:51][C:52]3[CH:57]=[CH:56][C:55]([NH:58][C@H:59]4[CH2:63][CH2:62][N:61]([C:64]([CH:66]5[CH2:70][CH2:69][CH2:68][CH:67]5[C:71]([OH:73])=[O:72])=[O:65])[CH2:60]4)=[CH:54][CH:53]=3)=[O:50])[N:48]=2)[CH:43]=[CH:42][CH:41]=[CH:40][CH:39]=1. (5) Given the product [F:1][C:2]1[C:9]([F:10])=[CH:8][CH:7]=[C:6]([O:11][CH3:12])[C:3]=1[CH:4]=[N:43][C:17]([O:16][Si:23]([CH3:30])([CH3:29])[CH3:22])=[CH2:18], predict the reactants needed to synthesize it. The reactants are: [F:1][C:2]1[C:9]([F:10])=[CH:8][CH:7]=[C:6]([O:11][CH3:12])[C:3]=1[CH:4]=O.ClC1C=[C:16](C=CC=1)[CH:17]=[O:18].[CH3:22][Si:23]([CH3:30])([CH3:29])N[Si:23]([CH3:30])([CH3:29])[CH3:22].C([Li])CCC.C[Si](Cl)(C)C.C([N:43](CC)CC)C.C(Cl)(=O)C. (6) Given the product [CH3:43][O:42][C:39]1[CH:40]=[CH:41][C:36]([C:34](=[O:35])[CH2:33][N:32]2[C:7](=[O:9])[C:6]3[CH:5]=[C:4]([CH3:11])[S:3][C:2]=3[NH:1][C:13]2=[O:15])=[CH:37][CH:38]=1, predict the reactants needed to synthesize it. The reactants are: [NH2:1][C:2]1[S:3][C:4]([CH3:11])=[CH:5][C:6]=1[C:7]([O:9]C)=O.Cl[C:13](Cl)([O:15]C(=O)OC(Cl)(Cl)Cl)Cl.C(N(CC)CC)C.Cl.[NH2:32][CH2:33][C:34]([C:36]1[CH:41]=[CH:40][C:39]([O:42][CH3:43])=[CH:38][CH:37]=1)=[O:35].